This data is from Reaction yield outcomes from USPTO patents with 853,638 reactions. The task is: Predict the reaction yield, written as a fraction of the theoretical maximum amount of product (1.0 means a 100% yield; for example, 0.34 means a 34% yield). The reactants are [Cl:1][C:2]1[CH:7]=[C:6]([Cl:8])[CH:5]=[CH:4][C:3]=1[C:9]([C:11]1[N:15]([CH2:16][CH2:17][CH2:18][OH:19])[C:14]2[C:20]([N:24]([CH2:27][CH3:28])[CH2:25][CH3:26])=[CH:21][CH:22]=[CH:23][C:13]=2[N:12]=1)=[O:10].[CH3:29][Mg]Br.C(OCC)C. The catalyst is O1CCCC1. The product is [Cl:1][C:2]1[CH:7]=[C:6]([Cl:8])[CH:5]=[CH:4][C:3]=1[C:9]([C:11]1[N:15]([CH2:16][CH2:17][CH2:18][OH:19])[C:14]2[C:20]([N:24]([CH2:27][CH3:28])[CH2:25][CH3:26])=[CH:21][CH:22]=[CH:23][C:13]=2[N:12]=1)([OH:10])[CH3:29]. The yield is 0.670.